Dataset: Plasma protein binding rate (PPBR) regression data from AstraZeneca. Task: Regression/Classification. Given a drug SMILES string, predict its absorption, distribution, metabolism, or excretion properties. Task type varies by dataset: regression for continuous measurements (e.g., permeability, clearance, half-life) or binary classification for categorical outcomes (e.g., BBB penetration, CYP inhibition). For this dataset (ppbr_az), we predict Y. (1) The drug is CCCCNc1nc(SCCC)nc2c1nnn2[C@@H]1C[C@H](CO)[C@@H](O)[C@H]1O. The Y is 97.6 %. (2) The compound is Cc1cnc(Nc2cc(N3CCOCC3)nc(N[C@@H](C)c3ccc(F)cn3)n2)s1. The Y is 97.4 %. (3) The drug is CC(C)C(=O)Nc1nc(-c2ccccn2)cc2ccccc12. The Y is 97.5 %. (4) The compound is CCCSc1ccc2nc(NC(=O)OC)[nH]c2c1. The Y is 95.4 %.